This data is from Full USPTO retrosynthesis dataset with 1.9M reactions from patents (1976-2016). The task is: Predict the reactants needed to synthesize the given product. (1) Given the product [Br:1][C:2]1[CH:9]=[C:8]([C:10]#[N:11])[CH:7]=[CH:6][C:3]=1[CH2:4][N:20]([CH3:21])[CH2:19][C:18]([O:17][C:13]([CH3:16])([CH3:15])[CH3:14])=[O:22], predict the reactants needed to synthesize it. The reactants are: [Br:1][C:2]1[CH:9]=[C:8]([C:10]#[N:11])[CH:7]=[CH:6][C:3]=1[CH2:4]Br.Cl.[C:13]([O:17][C:18](=[O:22])[CH2:19][NH:20][CH3:21])([CH3:16])([CH3:15])[CH3:14]. (2) Given the product [CH3:9][O:8][C:4]1[CH:3]=[C:2]([O:20][CH2:19][C:16]2[CH:17]=[N:18][C:13]([C:12]([F:22])([F:11])[F:21])=[CH:14][CH:15]=2)[CH:7]=[CH:6][N:5]=1, predict the reactants needed to synthesize it. The reactants are: Br[C:2]1[CH:7]=[CH:6][N:5]=[C:4]([O:8][CH3:9])[C:3]=1Br.[F:11][C:12]([F:22])([F:21])[C:13]1[N:18]=[CH:17][C:16]([CH2:19][OH:20])=[CH:15][CH:14]=1.CC1C=NC2C(C=1C)=CC=C1C=2N=CC(C)=C1C.C([O-])([O-])=O.[Cs+].[Cs+]. (3) Given the product [F:31][C:29]([F:32])([F:30])[C:21]1[CH:20]=[C:19]([CH:24]=[C:23]([C:25]([F:26])([F:27])[F:28])[CH:22]=1)[CH2:18][N:17]([CH2:16][C:15]1[C:6]([N:5]([CH2:4][CH:1]2[CH2:3][CH2:2]2)[CH2:42][CH:43]2[CH2:45][CH2:44]2)=[N:7][C:8]2[C:13]([CH:14]=1)=[CH:12][CH:11]=[CH:10][C:9]=2[CH3:41])[C:33]1[N:34]=[N:35][N:36]([CH2:38][CH2:39][O:40][CH3:49])[N:37]=1, predict the reactants needed to synthesize it. The reactants are: [CH:1]1([CH2:4][N:5]([CH2:42][CH:43]2[CH2:45][CH2:44]2)[C:6]2[C:15]([CH2:16][N:17]([C:33]3[N:34]=[N:35][N:36]([CH2:38][CH2:39][OH:40])[N:37]=3)[CH2:18][C:19]3[CH:24]=[C:23]([C:25]([F:28])([F:27])[F:26])[CH:22]=[C:21]([C:29]([F:32])([F:31])[F:30])[CH:20]=3)=[CH:14][C:13]3[C:8](=[C:9]([CH3:41])[CH:10]=[CH:11][CH:12]=3)[N:7]=2)[CH2:3][CH2:2]1.[OH-].[Na+].O.[CH3:49]SC.